From a dataset of Full USPTO retrosynthesis dataset with 1.9M reactions from patents (1976-2016). Predict the reactants needed to synthesize the given product. Given the product [OH:8][C:9]1[CH:10]=[CH:11][C:12]([CH:15]=[C:16]2[NH:21][C:20](=[O:22])[C:19](=[CH:23][CH2:24][C:25]3[CH:26]=[CH:27][CH:28]=[CH:29][CH:30]=3)[NH:18][C:17]2=[O:31])=[N:13][CH:14]=1, predict the reactants needed to synthesize it. The reactants are: C([O:8][C:9]1[CH:10]=[CH:11][C:12]([CH:15]=[C:16]2[NH:21][C:20](=[O:22])[C:19](=[CH:23][CH2:24][C:25]3[CH:30]=[CH:29][CH:28]=[CH:27][CH:26]=3)[NH:18][C:17]2=[O:31])=[N:13][CH:14]=1)C1C=CC=CC=1.[OH-].[Na+].O.